This data is from Full USPTO retrosynthesis dataset with 1.9M reactions from patents (1976-2016). The task is: Predict the reactants needed to synthesize the given product. (1) Given the product [C:24]([C:21]1[S:20][C:19]([S:16]([NH:15][C@H:11]([CH2:10][C:3]2[C:4]3[C:9](=[CH:8][CH:7]=[CH:6][CH:5]=3)[NH:1][CH:2]=2)[C:12]([OH:14])=[O:13])(=[O:18])=[O:17])=[CH:23][CH:22]=1)#[CH:25], predict the reactants needed to synthesize it. The reactants are: [NH:1]1[C:9]2[C:4](=[CH:5][CH:6]=[CH:7][CH:8]=2)[C:3]([CH2:10][C@@H:11]([NH:15][S:16]([C:19]2[S:20][C:21]([C:24]#[C:25][Si](C)(C)C)=[CH:22][CH:23]=2)(=[O:18])=[O:17])[C:12]([OH:14])=[O:13])=[CH:2]1.C([O-])([O-])=O.[K+].[K+]. (2) Given the product [NH2:27][C:26]1[CH:25]=[CH:24][CH:23]=[C:22]([F:30])[C:21]=1[O:20][CH2:19][C@H:9]1[O:8][CH2:7][C@@H:6]([CH2:5][O:4][C:1](=[O:3])[NH2:2])[N:11]([C:12]([O:14][C:15]([CH3:17])([CH3:18])[CH3:16])=[O:13])[CH2:10]1, predict the reactants needed to synthesize it. The reactants are: [C:1]([O:4][CH2:5][C@H:6]1[N:11]([C:12]([O:14][C:15]([CH3:18])([CH3:17])[CH3:16])=[O:13])[CH2:10][C@@H:9]([CH2:19][O:20][C:21]2[C:26]([N+:27]([O-])=O)=[CH:25][CH:24]=[CH:23][C:22]=2[F:30])[O:8][CH2:7]1)(=[O:3])[NH2:2]. (3) Given the product [Cl:8][C:7]1[CH:6]=[CH:5][C:4]([NH:9][C:10](=[O:22])[C:11]2[CH:16]=[CH:15][C:14]([C:17]([F:20])([F:19])[F:18])=[N:13][C:12]=2[CH3:21])=[CH:3][C:2]=1[NH:1][C:31](=[O:32])[C:30]1[CH:34]=[CH:35][CH:36]=[CH:37][C:29]=1[N:26]1[CH2:27][CH2:28][O:23][CH2:24][CH2:25]1, predict the reactants needed to synthesize it. The reactants are: [NH2:1][C:2]1[CH:3]=[C:4]([NH:9][C:10](=[O:22])[C:11]2[CH:16]=[CH:15][C:14]([C:17]([F:20])([F:19])[F:18])=[N:13][C:12]=2[CH3:21])[CH:5]=[CH:6][C:7]=1[Cl:8].[O:23]1[CH2:28][CH2:27][N:26]([C:29]2[CH:37]=[CH:36][CH:35]=[CH:34][C:30]=2[C:31](O)=[O:32])[CH2:25][CH2:24]1. (4) Given the product [C:1]([C:3]1([C:8]2[CH:9]=[CH:10][C:11]([NH:14][C:15](=[O:25])[C:16]3[CH:21]=[CH:20][C:19]([O:22][CH:33]([CH3:35])[CH3:34])=[C:18]([O:23][CH3:24])[CH:17]=3)=[CH:12][CH:13]=2)[CH2:4][CH2:5][CH2:6][CH2:7]1)#[N:2], predict the reactants needed to synthesize it. The reactants are: [C:1]([C:3]1([C:8]2[CH:13]=[CH:12][C:11]([NH:14][C:15](=[O:25])[C:16]3[CH:21]=[CH:20][C:19]([OH:22])=[C:18]([O:23][CH3:24])[CH:17]=3)=[CH:10][CH:9]=2)[CH2:7][CH2:6][CH2:5][CH2:4]1)#[N:2].C([O-])([O-])=O.[K+].[K+].I[CH:33]([CH3:35])[CH3:34]. (5) Given the product [CH2:33]([N:8]1[C:9]2[C:5](=[CH:4][C:3]([C:2]([F:23])([F:1])[F:24])=[CH:11][CH:10]=2)[C:6]([N:12]2[C:20](=[O:21])[C:19]3[C:14](=[CH:15][CH:16]=[CH:17][CH:18]=3)[C:13]2=[O:22])=[N:7]1)[CH:32]=[CH2:31], predict the reactants needed to synthesize it. The reactants are: [F:1][C:2]([F:24])([F:23])[C:3]1[CH:4]=[C:5]2[C:9](=[CH:10][CH:11]=1)[NH:8][N:7]=[C:6]2[N:12]1[C:20](=[O:21])[C:19]2[C:14](=[CH:15][CH:16]=[CH:17][CH:18]=2)[C:13]1=[O:22].C([O-])([O-])=O.[K+].[K+].[CH2:31](Br)[CH:32]=[CH2:33]. (6) Given the product [C:31]([C:28]1[N:29]=[CH:30][C:25]([S:1][C:2]2[CH:3]=[C:4]([C:20]([NH:22][CH3:23])=[O:21])[C:5](=[O:19])[N:6]([C:9]3[CH:14]=[CH:13][CH:12]=[C:11]([C:15]([F:18])([F:17])[F:16])[CH:10]=3)[C:7]=2[CH3:8])=[CH:26][CH:27]=1)#[N:32], predict the reactants needed to synthesize it. The reactants are: [SH:1][C:2]1[CH:3]=[C:4]([C:20]([NH:22][CH3:23])=[O:21])[C:5](=[O:19])[N:6]([C:9]2[CH:14]=[CH:13][CH:12]=[C:11]([C:15]([F:18])([F:17])[F:16])[CH:10]=2)[C:7]=1[CH3:8].Cl[C:25]1[CH:26]=[CH:27][C:28]([C:31]#[N:32])=[N:29][CH:30]=1.N[C@@H]1CCCC[C@H]1N. (7) Given the product [Cl:2][C:3]1[CH:7]=[CH:6][S:5][C:4]=1[C:8]([CH:10]1[CH2:15][CH2:14][N:13]([CH2:17][CH2:18][C@H:19]2[CH2:24][CH2:23][C@H:22]([NH:25][C:26](=[O:28])[CH3:27])[CH2:21][CH2:20]2)[CH2:12][CH2:11]1)=[O:9], predict the reactants needed to synthesize it. The reactants are: Cl.[Cl:2][C:3]1[CH:7]=[CH:6][S:5][C:4]=1[C:8]([CH:10]1[CH2:15][CH2:14][NH:13][CH2:12][CH2:11]1)=[O:9].O=[CH:17][CH2:18][C@H:19]1[CH2:24][CH2:23][C@H:22]([NH:25][C:26](=[O:28])[CH3:27])[CH2:21][CH2:20]1. (8) Given the product [NH2:18][C:15]1[CH:14]=[CH:13][C:12]([CH:11]=[C:8]2[CH:7]([CH3:30])[CH2:6][CH2:5][CH:4]([CH:1]([CH3:2])[CH3:3])[C:9]2=[O:10])=[CH:17][CH:16]=1, predict the reactants needed to synthesize it. The reactants are: [CH:1]([CH:4]1[C:9](=[O:10])[C:8](=[CH:11][C:12]2[CH:17]=[CH:16][C:15]([N:18]=CC3C=CC(OCCC)=CC=3)=[CH:14][CH:13]=2)[CH:7]([CH3:30])[CH2:6][CH2:5]1)([CH3:3])[CH3:2].C[C@H]1CC(=O)[C@H](C(C)C)CC1.NC1C=CC(C=O)=CC=1.[OH-].[K+]. (9) Given the product [Br:1][C:2]1[CH:3]=[CH:4][C:5]([C:8]2[CH:13]=[CH:12][C:11]([O:14][CH2:47][CH2:48][CH:49]([CH3:50])[CH2:28][CH2:33][CH2:32][CH:31]([CH3:30])[CH3:34])=[CH:10][CH:9]=2)=[CH:6][CH:7]=1, predict the reactants needed to synthesize it. The reactants are: [Br:1][C:2]1[CH:7]=[CH:6][C:5]([C:8]2[CH:13]=[CH:12][C:11]([OH:14])=[CH:10][CH:9]=2)=[CH:4][CH:3]=1.[C:32]1(P([C:28]2[CH:33]=[CH:32][CH:31]=[CH:30]C=2)[C:32]2[CH:33]=[CH:28]C=[CH:30][CH:31]=2)[CH:33]=[CH:28]C=[CH:30][CH:31]=1.[CH3:34]COC(/N=N/C(OCC)=O)=O.O1[CH2:50][CH2:49][CH2:48][CH2:47]1. (10) Given the product [C:26]([CH2:28][C:29]1([N:1]2[CH:5]=[C:4]([C:6]3[C:7]4[CH:14]=[CH:13][N:12]([CH2:15][O:16][CH2:17][CH2:18][Si:19]([CH3:22])([CH3:21])[CH3:20])[C:8]=4[N:9]=[CH:10][N:11]=3)[CH:3]=[N:2]2)[CH2:32][CH:31]([C:33]([O:35][CH3:36])=[O:34])[CH2:30]1)#[N:27], predict the reactants needed to synthesize it. The reactants are: [NH:1]1[CH:5]=[C:4]([C:6]2[C:7]3[CH:14]=[CH:13][N:12]([CH2:15][O:16][CH2:17][CH2:18][Si:19]([CH3:22])([CH3:21])[CH3:20])[C:8]=3[N:9]=[CH:10][N:11]=2)[CH:3]=[N:2]1.C(#N)C.[C:26]([CH:28]=[C:29]1[CH2:32][CH:31]([C:33]([O:35][CH3:36])=[O:34])[CH2:30]1)#[N:27].N12CCCN=C1CCCCC2.